Dataset: Reaction yield outcomes from USPTO patents with 853,638 reactions. Task: Predict the reaction yield, written as a fraction of the theoretical maximum amount of product (1.0 means a 100% yield; for example, 0.34 means a 34% yield). The reactants are [CH3:1][C:2]([CH3:8])([CH3:7])[CH2:3][C:4](Cl)=[O:5].[Br:9][C:10]1[CH:15]=[CH:14][C:13](N)=[C:12]([Cl:17])[CH:11]=1.O.C(#[N:21])C. No catalyst specified. The product is [Br:9][C:10]1[CH:15]=[CH:14][C:13]([CH:3]([C:2]([CH3:8])([CH3:7])[CH3:1])[C:4]([NH2:21])=[O:5])=[C:12]([Cl:17])[CH:11]=1. The yield is 0.720.